Dataset: Retrosynthesis with 50K atom-mapped reactions and 10 reaction types from USPTO. Task: Predict the reactants needed to synthesize the given product. Given the product COC(=O)CNC(=O)c1cc2cc(Cl)ccc2[nH]1, predict the reactants needed to synthesize it. The reactants are: COC(=O)CN.O=C(O)c1cc2cc(Cl)ccc2[nH]1.